This data is from Reaction yield outcomes from USPTO patents with 853,638 reactions. The task is: Predict the reaction yield, written as a fraction of the theoretical maximum amount of product (1.0 means a 100% yield; for example, 0.34 means a 34% yield). (1) The reactants are S(=O)(=O)(O)O.[CH3:6][C:7]1[CH2:8][CH2:9][CH:10]=[C:11]([C:22]([OH:24])=[O:23])[CH2:12][CH2:13][C@@H:14]2[C:18](=[CH2:19])[C:17](=[O:20])[O:16][C@@H:15]2[CH:21]=1.[CH3:25]O. The catalyst is [Cl-].[Na+].O. The product is [CH3:6][C:7]1[CH2:8][CH2:9][CH:10]=[C:11]([C:22]([O:24][CH3:25])=[O:23])[CH2:12][CH2:13][C@@H:14]2[C:18](=[CH2:19])[C:17](=[O:20])[O:16][C@@H:15]2[CH:21]=1. The yield is 0.820. (2) The reactants are C(N(CC)CC)C.CS(Cl)(=O)=O.[CH3:13][C:14]([CH3:40])([CH3:39])[CH:15](O)[CH2:16][C:17]1[N:18]([CH2:35][CH2:36][CH3:37])[C:19]([C:22]2[CH:27]=[CH:26][N:25]=[C:24]([NH:28][C:29]3[CH:34]=[CH:33][CH:32]=[CH:31][CH:30]=3)[N:23]=2)=[CH:20][N:21]=1.N12CCCN=C1CCCCC2. The catalyst is C(Cl)Cl.C1(C)C=CC=CC=1. The product is [CH3:13][C:14]([CH3:39])([CH3:40])[CH:15]=[CH:16][C:17]1[N:18]([CH2:35][CH2:36][CH3:37])[C:19]([C:22]2[CH:27]=[CH:26][N:25]=[C:24]([NH:28][C:29]3[CH:34]=[CH:33][CH:32]=[CH:31][CH:30]=3)[N:23]=2)=[CH:20][N:21]=1. The yield is 0.530.